From a dataset of TCR-epitope binding with 47,182 pairs between 192 epitopes and 23,139 TCRs. Binary Classification. Given a T-cell receptor sequence (or CDR3 region) and an epitope sequence, predict whether binding occurs between them. (1) The epitope is LLFGYPVYV. The TCR CDR3 sequence is CASSRYLDTEQYF. Result: 1 (the TCR binds to the epitope). (2) The epitope is KRWIILGLNK. The TCR CDR3 sequence is CASSGTGEPTNEKLFF. Result: 0 (the TCR does not bind to the epitope).